Dataset: Plasma protein binding rate (PPBR) regression data from AstraZeneca. Task: Regression/Classification. Given a drug SMILES string, predict its absorption, distribution, metabolism, or excretion properties. Task type varies by dataset: regression for continuous measurements (e.g., permeability, clearance, half-life) or binary classification for categorical outcomes (e.g., BBB penetration, CYP inhibition). For this dataset (ppbr_az), we predict Y. (1) The drug is CCOc1cc2ncc(C(N)=O)c(Nc3cccc(Cl)c3Cl)c2cc1N1CCN(CC)CC1. The Y is 98.2 %. (2) The compound is CC#Cc1cncc(-c2ccc3c(c2)C2(N=C(C)C(N)=N2)[C@]2(CC[C@H](OC)CC2)C3)c1. The Y is 92.0 %. (3) The molecule is C[C@@](C(=O)O[C@H]1C[N+]2(CCc3ccccc3)CCC1CC2)(c1ccccc1)N1CCCCC1. The Y is 97.6 %. (4) The molecule is COCCOc1cc2ncc(C(N)=O)c(Nc3ccc(F)cc3F)c2cc1N1CCN(C)CC1. The Y is 54.6 %. (5) The molecule is COc1ccc2ncc(=O)n(CCN3CC[C@@H](NCc4ccc5c(n4)NC(=O)CO5)[C@@H](OC)C3)c2c1. The Y is 72.0 %. (6) The Y is 94.9 %. The drug is Cc1ccc(-c2c[nH]cn2)cc1NC(=O)c1ccc(OCc2ccccn2)cc1. (7) The molecule is N#Cc1c(O)nc(N)nc1-c1ccccc1. The Y is 96.3 %. (8) The molecule is Oc1nc(-c2ccc(C(F)(F)F)cc2)nc2c1CSCC2. The Y is 97.6 %.